From a dataset of Forward reaction prediction with 1.9M reactions from USPTO patents (1976-2016). Predict the product of the given reaction. (1) The product is: [F:15][C:12]1[CH:13]=[CH:14][C:9]2[NH:8][CH2:4][C:5](=[O:6])[NH:17][CH2:16][C:10]=2[CH:11]=1. Given the reactants Cl.C([CH:4]([NH:8][C:9]1[CH:14]=[CH:13][C:12]([F:15])=[CH:11][C:10]=1[CH2:16][NH2:17])[C:5](O)=[O:6])C.[O-]CC.[Na+], predict the reaction product. (2) Given the reactants [O:1]1[C:3]2([CH2:8][CH2:7][N:6]([C:9]3[CH:14]=[CH:13][C:12]([N:15]4[CH2:19][C@H:18]([CH2:20][NH:21][C:22](=[O:24])[CH3:23])[O:17][C:16]4=[O:25])=[CH:11][C:10]=3[F:26])[CH2:5][CH2:4]2)[CH2:2]1.[NH:27]1[CH2:32][CH2:31][NH:30][CH2:29][CH2:28]1, predict the reaction product. The product is: [N:27]1([CH2:2][C:3]2([OH:1])[CH2:4][CH2:5][N:6]([C:9]3[CH:14]=[CH:13][C:12]([N:15]4[CH2:19][C@H:18]([CH2:20][NH:21][C:22](=[O:24])[CH3:23])[O:17][C:16]4=[O:25])=[CH:11][C:10]=3[F:26])[CH2:7][CH2:8]2)[CH2:32][CH2:31][NH:30][CH2:29][CH2:28]1. (3) Given the reactants C[O:2][C:3](=[O:37])[CH2:4][CH2:5][NH:6][C:7](=[O:36])[C:8]1[CH:13]=[CH:12][C:11]([C:14](=[CH:19][C:20]2[CH:25]=[CH:24][C:23]([C:26]3[CH:31]=[CH:30][C:29]([C:32]([CH3:35])([CH3:34])[CH3:33])=[CH:28][CH:27]=3)=[CH:22][CH:21]=2)[CH2:15][CH:16]([CH3:18])[CH3:17])=[CH:10][CH:9]=1, predict the reaction product. The product is: [C:32]([C:29]1[CH:28]=[CH:27][C:26]([C:23]2[CH:24]=[CH:25][C:20]([CH2:19][CH:14]([C:11]3[CH:12]=[CH:13][C:8]([C:7]([NH:6][CH2:5][CH2:4][C:3]([OH:37])=[O:2])=[O:36])=[CH:9][CH:10]=3)[CH2:15][CH:16]([CH3:18])[CH3:17])=[CH:21][CH:22]=2)=[CH:31][CH:30]=1)([CH3:34])([CH3:35])[CH3:33]. (4) Given the reactants [F:1][C:2]1[CH:3]=[C:4]([C:9]2[N:14]=[C:13]([NH:15][CH2:16][CH2:17][C:18]3[CH:23]=[CH:22][CH:21]=[CH:20][N:19]=3)[C:12]([C:24]([O:26]CC)=[O:25])=[CH:11][N:10]=2)[CH:5]=[CH:6][C:7]=1[F:8].[OH-].[Na+], predict the reaction product. The product is: [F:1][C:2]1[CH:3]=[C:4]([C:9]2[N:14]=[C:13]([NH:15][CH2:16][CH2:17][C:18]3[CH:23]=[CH:22][CH:21]=[CH:20][N:19]=3)[C:12]([C:24]([OH:26])=[O:25])=[CH:11][N:10]=2)[CH:5]=[CH:6][C:7]=1[F:8].